Predict the product of the given reaction. From a dataset of Forward reaction prediction with 1.9M reactions from USPTO patents (1976-2016). (1) Given the reactants Br[CH:2]([C:16]1[CH:21]=[CH:20][CH:19]=[CH:18][CH:17]=1)[C:3]([C:5]1[CH:6]=[CH:7][C:8]2[O:13][CH2:12][C:11](=[O:14])[NH:10][C:9]=2[CH:15]=1)=O.[NH2:22][N:23]1[CH:27]=[CH:26][N:25]=[C:24]1[SH:28], predict the reaction product. The product is: [C:16]1([CH:2]2[S:28][C:24]3=[N:25][CH:26]=[CH:27][N:23]3[N:22]=[C:3]2[C:5]2[CH:6]=[CH:7][C:8]3[O:13][CH2:12][C:11](=[O:14])[NH:10][C:9]=3[CH:15]=2)[CH:21]=[CH:20][CH:19]=[CH:18][CH:17]=1. (2) Given the reactants [C:1]1([SiH2:7][C:8]2[CH:13]=[CH:12][CH:11]=[CH:10][CH:9]=2)[CH:6]=[CH:5][CH:4]=[CH:3][CH:2]=1.[CH:14]1([CH3:24])[CH2:19][CH2:18][CH:17]([CH:20]([CH3:22])[CH3:21])[CH:16](O)[CH2:15]1.C1C[O:28]CC1, predict the reaction product. The product is: [C:8]1([SiH:7]([C:1]2[CH:2]=[CH:3][CH:4]=[CH:5][CH:6]=2)[O:28][C:14]2([CH3:24])[CH2:19][CH2:18][CH:17]([CH:20]([CH3:22])[CH3:21])[CH2:16][CH2:15]2)[CH:9]=[CH:10][CH:11]=[CH:12][CH:13]=1.